From a dataset of Full USPTO retrosynthesis dataset with 1.9M reactions from patents (1976-2016). Predict the reactants needed to synthesize the given product. Given the product [F:1][C:2]1[CH:7]=[CH:6][CH:5]=[CH:4][C:3]=1[S:8]([C:16]([F:19])([F:18])[F:17])(=[O:10])=[O:9], predict the reactants needed to synthesize it. The reactants are: [F:1][C:2]1[CH:7]=[CH:6][CH:5]=[CH:4][C:3]=1[S:8](F)(=[O:10])=[O:9].C[Si]([C:16]([F:19])([F:18])[F:17])(C)C.